This data is from Forward reaction prediction with 1.9M reactions from USPTO patents (1976-2016). The task is: Predict the product of the given reaction. (1) Given the reactants Br[C:2]1[CH:3]=[C:4]([C:9]([NH:12][C:13]([N:15]2[CH:21]3[CH2:22][CH2:23][N:18]([CH2:19][CH2:20]3)[CH2:17][CH2:16]2)=[O:14])([CH3:11])[CH3:10])[CH:5]=[CH:6][C:7]=1[F:8].[F:24][C:25]1[CH:30]=[CH:29][C:28](B(O)O)=[CH:27][CH:26]=1, predict the reaction product. The product is: [F:24][C:25]1[CH:30]=[CH:29][C:28]([C:2]2[C:7]([F:8])=[CH:6][CH:5]=[C:4]([C:9]([NH:12][C:13]([N:15]3[CH:21]4[CH2:20][CH2:19][N:18]([CH2:23][CH2:22]4)[CH2:17][CH2:16]3)=[O:14])([CH3:10])[CH3:11])[CH:3]=2)=[CH:27][CH:26]=1. (2) Given the reactants [CH3:1][C:2]([C:5]1[CH:10]=[CH:9][C:8]([C:11]2[C:19]3[C:14](=[CH:15][CH:16]=[CH:17][CH:18]=3)[NH:13][C:12]=2[C:20]([O:22][CH2:23][CH3:24])=[O:21])=[CH:7][CH:6]=1)([CH3:4])[CH3:3].Cl[CH2:26][C:27]1[CH:32]=[C:31]([O:33][CH2:34][CH2:35][O:36][CH3:37])[CH:30]=[C:29]([O:38][CH2:39][CH2:40][O:41][CH3:42])[CH:28]=1.C([O-])([O-])=O.[K+].[K+].CCOC(C)=O, predict the reaction product. The product is: [CH3:42][O:41][CH2:40][CH2:39][O:38][C:29]1[CH:28]=[C:27]([CH2:26][N:13]2[C:14]3[C:19](=[CH:18][CH:17]=[CH:16][CH:15]=3)[C:11]([C:8]3[CH:9]=[CH:10][C:5]([C:2]([CH3:1])([CH3:3])[CH3:4])=[CH:6][CH:7]=3)=[C:12]2[C:20]([O:22][CH2:23][CH3:24])=[O:21])[CH:32]=[C:31]([O:33][CH2:34][CH2:35][O:36][CH3:37])[CH:30]=1. (3) Given the reactants [CH3:1][O:2][C:3](=[O:40])[C@@H:4]([NH:32][C:33](OC(C)(C)C)=O)[CH2:5][C:6]1[CH:31]=[CH:30][C:9]2[O:10][C@@H:11]([C:14]3[CH:19]=[CH:18][C:17]([O:20][CH2:21][C:22]4[CH:27]=[CH:26][C:25]([Cl:28])=[C:24]([Cl:29])[CH:23]=4)=[CH:16][CH:15]=3)[CH2:12][O:13][C:8]=2[CH:7]=1.[C:41]1([C@H:47](O)[CH2:48][CH2:49][CH3:50])[CH:46]=[CH:45][CH:44]=[CH:43][CH:42]=1.ClC1C=C(C=CC=1Cl)COC1C=CC([C@H]2COC3=CC4C[C@@H](C(O)=O)N([C@H](C5C=CC=CC=5)CCC)CC=4C=C3O2)=CC=1, predict the reaction product. The product is: [CH3:1][O:2][C:3]([C@@H:4]1[CH2:5][C:6]2[CH:7]=[C:8]3[O:13][CH2:12][C@H:11]([C:14]4[CH:15]=[CH:16][C:17]([O:20][CH2:21][C:22]5[CH:27]=[CH:26][C:25]([Cl:28])=[C:24]([Cl:29])[CH:23]=5)=[CH:18][CH:19]=4)[O:10][C:9]3=[CH:30][C:31]=2[CH2:33][N:32]1[C@H:47]([C:41]1[CH:46]=[CH:45][CH:44]=[CH:43][CH:42]=1)[CH2:48][CH2:49][CH3:50])=[O:40]. (4) The product is: [NH2:7][CH:8]1[CH2:13][CH2:12][N:11]([C:14]2[C:23]3[C:18](=[CH:19][C:20]([CH3:24])=[CH:21][CH:22]=3)[N:17]=[C:16]([C:25]3[CH:30]=[CH:29][CH:28]=[CH:27][C:26]=3[OH:31])[N:15]=2)[CH2:10][CH2:9]1. Given the reactants C(OC(=O)[NH:7][CH:8]1[CH2:13][CH2:12][N:11]([C:14]2[C:23]3[C:18](=[CH:19][C:20]([CH3:24])=[CH:21][CH:22]=3)[N:17]=[C:16]([C:25]3[CH:30]=[CH:29][CH:28]=[CH:27][C:26]=3[OH:31])[N:15]=2)[CH2:10][CH2:9]1)(C)(C)C.FC(F)(F)C(O)=O, predict the reaction product. (5) The product is: [NH2:20][CH2:23][CH2:22][C:15]1[NH:16][C:17]2[C:13]([CH:14]=1)=[N:12][C:11]([O:10][CH2:1][CH2:2][CH2:3][CH2:4][CH2:5][CH2:6][CH2:7][CH2:8][CH3:9])=[CH:19][CH:18]=2. Given the reactants [CH2:1]([O:10][C:11]1[N:12]=[C:13]2[C:17](=[CH:18][CH:19]=1)[NH:16][CH:15]=[CH:14]2)[CH2:2][CH2:3][CH2:4][CH2:5][CH2:6][CH2:7][CH2:8][CH3:9].[NH2:20]N.[CH3:22][CH2:23]O, predict the reaction product. (6) Given the reactants C([O:4][CH2:5][CH:6]1[N:11]([C:12]([O:14][C:15]([CH3:18])([CH3:17])[CH3:16])=[O:13])[CH2:10][C:9]2[C:19]3[CH:25]=[C:24]([S:26]([C:29]4[CH:34]=[CH:33][CH:32]=[CH:31][CH:30]=4)(=[O:28])=[O:27])[CH:23]=[C:22]([Cl:35])[C:20]=3[O:21][C:8]=2[CH2:7]1)(=O)C.O.[OH-].[Li+], predict the reaction product. The product is: [Cl:35][C:22]1[C:20]2[O:21][C:8]3[CH2:7][CH:6]([CH2:5][OH:4])[N:11]([C:12]([O:14][C:15]([CH3:18])([CH3:17])[CH3:16])=[O:13])[CH2:10][C:9]=3[C:19]=2[CH:25]=[C:24]([S:26]([C:29]2[CH:34]=[CH:33][CH:32]=[CH:31][CH:30]=2)(=[O:28])=[O:27])[CH:23]=1.